From a dataset of Full USPTO retrosynthesis dataset with 1.9M reactions from patents (1976-2016). Predict the reactants needed to synthesize the given product. (1) Given the product [C:1]([NH:4][C:5]1[CH:10]=[CH:9][C:8]([C:11]2[C:16]([C:17]#[N:18])=[C:15]([NH2:19])[N:14]=[C:13]([S:20][CH2:21][C:22]3[N:27]=[C:26]([CH2:28][CH2:29][C:30]([OH:32])=[O:31])[CH:25]=[CH:24][CH:23]=3)[N:12]=2)=[CH:7][CH:6]=1)(=[O:3])[CH3:2], predict the reactants needed to synthesize it. The reactants are: [C:1]([NH:4][C:5]1[CH:10]=[CH:9][C:8]([C:11]2[C:16]([C:17]#[N:18])=[C:15]([NH2:19])[N:14]=[C:13]([S:20][CH2:21][C:22]3[N:27]=[C:26]([CH2:28][CH2:29][C:30]([O:32]C)=[O:31])[CH:25]=[CH:24][CH:23]=3)[N:12]=2)=[CH:7][CH:6]=1)(=[O:3])[CH3:2].C(#N)C.O.[OH-].[Li+].C(O)(=O)CC(CC(O)=O)(C(O)=O)O. (2) Given the product [F:33][C:30]([F:31])([F:32])[C:28]1[CH:27]=[C:5]([CH:4]=[C:3]([C:2]([F:1])([F:34])[F:35])[CH:29]=1)[CH2:6][N:7]([CH2:14][C:15]1[CH:22]=[C:21]([C:23]([F:26])([F:25])[F:24])[CH:20]=[CH:19][C:16]=1[CH:17]([CH:36]1[CH2:39][CH2:38][CH2:37]1)[OH:18])[C:8]1[N:9]=[N:10][N:11]([CH3:13])[N:12]=1, predict the reactants needed to synthesize it. The reactants are: [F:1][C:2]([F:35])([F:34])[C:3]1[CH:4]=[C:5]([CH:27]=[C:28]([C:30]([F:33])([F:32])[F:31])[CH:29]=1)[CH2:6][N:7]([CH2:14][C:15]1[CH:22]=[C:21]([C:23]([F:26])([F:25])[F:24])[CH:20]=[CH:19][C:16]=1[CH:17]=[O:18])[C:8]1[N:9]=[N:10][N:11]([CH3:13])[N:12]=1.[CH:36]1([Mg]Br)[CH2:39][CH2:38][CH2:37]1.Cl. (3) Given the product [Br:28][C:29]1[CH:36]=[CH:35][C:32]([CH2:33][O:1][C:2]2[CH:7]=[CH:6][CH:5]=[CH:4][C:3]=2[C:8]2[N:13]=[C:12]([N:14]3[C:18]([C:19]([F:22])([F:21])[F:20])=[C:17]([C:23]([O:25][CH2:26][CH3:27])=[O:24])[CH:16]=[N:15]3)[CH:11]=[CH:10][CH:9]=2)=[CH:31][CH:30]=1, predict the reactants needed to synthesize it. The reactants are: [OH:1][C:2]1[CH:7]=[CH:6][CH:5]=[CH:4][C:3]=1[C:8]1[N:13]=[C:12]([N:14]2[C:18]([C:19]([F:22])([F:21])[F:20])=[C:17]([C:23]([O:25][CH2:26][CH3:27])=[O:24])[CH:16]=[N:15]2)[CH:11]=[CH:10][CH:9]=1.[Br:28][C:29]1[CH:36]=[CH:35][C:32]([CH2:33]Br)=[CH:31][CH:30]=1.C(=O)([O-])[O-].[Cs+].[Cs+].[NH4+].[Cl-]. (4) Given the product [Cl:11][C:12]1[N:22]=[CH:21][C:20]([CH2:23][N:24]2[C:28]([CH3:29])=[CH:27][C:26]([C:30]3[CH:35]=[CH:34][C:33]([C:36]#[N:37])=[CH:32][CH:31]=3)=[C:25]2[C:38]#[N:39])=[CH:19][C:13]=1[CH2:14][OH:15], predict the reactants needed to synthesize it. The reactants are: [BH4-].[Na+].[Cl-].[Ca+2].[Cl-].C1COCC1.[Cl:11][C:12]1[N:22]=[CH:21][C:20]([CH2:23][N:24]2[C:28]([CH3:29])=[CH:27][C:26]([C:30]3[CH:35]=[CH:34][C:33]([C:36]#[N:37])=[CH:32][CH:31]=3)=[C:25]2[C:38]#[N:39])=[CH:19][C:13]=1[C:14](OCC)=[O:15].